From a dataset of Catalyst prediction with 721,799 reactions and 888 catalyst types from USPTO. Predict which catalyst facilitates the given reaction. Reactant: [Na].Cl.[Cl:3][C:4]1[CH:5]=[C:6]([NH:11][NH2:12])[CH:7]=[CH:8][C:9]=1[Cl:10].[CH2:13]([O:15][C:16](=[CH2:19])[C:17]#[N:18])[CH3:14].Cl.[OH-].[Na+:22]. Product: [O-:15][CH2:13][CH3:14].[Na+:22].[Cl:3][C:4]1[CH:5]=[C:6]([N:11]2[CH:19]=[CH:16][C:17]([NH2:18])=[N:12]2)[CH:7]=[CH:8][C:9]=1[Cl:10]. The catalyst class is: 40.